This data is from Forward reaction prediction with 1.9M reactions from USPTO patents (1976-2016). The task is: Predict the product of the given reaction. (1) Given the reactants [Te].[BH4-].[Na+].[N:4]([CH:7]([C:9]1[C:10]([C:16]2[C:21]3[S:22][C:23]([C:25]4[C:30]([F:31])=[CH:29][N:28]=[C:27]([NH:32][CH2:33][CH2:34][N:35]5[CH:39]=[CH:38][N:37]=[N:36]5)[N:26]=4)=[CH:24][C:20]=3[CH:19]=[CH:18][CH:17]=2)=[CH:11][C:12]([F:15])=[N:13][CH:14]=1)[CH3:8])=[N+]=[N-], predict the reaction product. The product is: [N:35]1([CH2:34][CH2:33][NH:32][C:27]2[N:26]=[C:25]([C:23]3[S:22][C:21]4[C:16]([C:10]5[C:9]([CH:7]([NH2:4])[CH3:8])=[CH:14][N:13]=[C:12]([F:15])[CH:11]=5)=[CH:17][CH:18]=[CH:19][C:20]=4[CH:24]=3)[C:30]([F:31])=[CH:29][N:28]=2)[CH:39]=[CH:38][N:37]=[N:36]1. (2) Given the reactants [Cl:1][C:2]1[CH:7]=[C:6]([Cl:8])[CH:5]=[CH:4][C:3]=1[C:9]1[C:31](=[O:32])[N:30]([CH3:33])[C:12]2[N:13]([CH3:29])[C:14]3[C:19]([C:11]=2[CH:10]=1)=[CH:18][C:17]([C:20](=O)[CH2:21][C:22](=O)[CH2:23][O:24][CH2:25][CH3:26])=[CH:16][CH:15]=3.C(O)(=O)C(O)=O.[CH2:40]([NH:42][NH2:43])[CH3:41], predict the reaction product. The product is: [Cl:1][C:2]1[CH:7]=[C:6]([Cl:8])[CH:5]=[CH:4][C:3]=1[C:9]1[C:31](=[O:32])[N:30]([CH3:33])[C:12]2[N:13]([CH3:29])[C:14]3[C:19]([C:11]=2[CH:10]=1)=[CH:18][C:17]([C:20]1[N:42]([CH2:40][CH3:41])[N:43]=[C:22]([CH2:23][O:24][CH2:25][CH3:26])[CH:21]=1)=[CH:16][CH:15]=3. (3) Given the reactants [C:1]1([C:7]2[CH2:12][CH2:11][CH2:10][CH2:9][CH:8]=2)[CH:6]=[CH:5][CH:4]=[CH:3][CH:2]=1.[C:13]1([OH:19])[CH:18]=[CH:17][CH:16]=[CH:15][CH:14]=1.B(F)(F)F.OP(O)(O)=O, predict the reaction product. The product is: [C:1]1([C:7]2([C:16]3[CH:17]=[CH:18][C:13]([OH:19])=[CH:14][CH:15]=3)[CH2:12][CH2:11][CH2:10][CH2:9][CH2:8]2)[CH:6]=[CH:5][CH:4]=[CH:3][CH:2]=1.